From a dataset of Reaction yield outcomes from USPTO patents with 853,638 reactions. Predict the reaction yield, written as a fraction of the theoretical maximum amount of product (1.0 means a 100% yield; for example, 0.34 means a 34% yield). (1) The reactants are Br[C:2]1[CH:16]=[CH:15][CH:14]=[CH:13][C:3]=1[CH2:4][O:5][CH2:6][CH2:7][N:8]1[CH2:12][CH2:11][CH2:10][CH2:9]1.[C:17]([O:21][CH2:22][CH3:23])(=[O:20])[CH:18]=[CH2:19].C(=O)([O-])[O-].[K+].[K+]. The catalyst is [Br-].C([N+](CCCC)(CCCC)CCCC)CCC.C1(C)C=CC=CC=1.C([O-])(=O)C.[Pd+2].C([O-])(=O)C.C1(C)C=CC=CC=1P(C1C=CC=CC=1C)C1C=CC=CC=1C. The product is [N:8]1([CH2:7][CH2:6][O:5][CH2:4][C:3]2[CH:13]=[CH:14][CH:15]=[CH:16][C:2]=2/[CH:19]=[CH:18]/[C:17]([O:21][CH2:22][CH3:23])=[O:20])[CH2:12][CH2:11][CH2:10][CH2:9]1. The yield is 0.690. (2) The product is [CH3:9][O:10][C:11](=[O:22])[C:12]1[CH:17]=[C:16]([N+:18]([O-:20])=[O:19])[CH:15]=[C:14]([N:3]2[CH:4]=[CH:5][C:6]([CH3:8])=[CH:7][C:2]2=[O:1])[CH:13]=1. The yield is 0.610. The catalyst is [Cu]I.O1CCOCC1. The reactants are [OH:1][C:2]1[CH:7]=[C:6]([CH3:8])[CH:5]=[CH:4][N:3]=1.[CH3:9][O:10][C:11](=[O:22])[C:12]1[CH:17]=[C:16]([N+:18]([O-:20])=[O:19])[CH:15]=[C:14](I)[CH:13]=1.N1C2C(=CC=C3C=2N=CC=C3)C=CC=1.[O-]P([O-])([O-])=O.[K+].[K+].[K+].